This data is from Reaction yield outcomes from USPTO patents with 853,638 reactions. The task is: Predict the reaction yield, written as a fraction of the theoretical maximum amount of product (1.0 means a 100% yield; for example, 0.34 means a 34% yield). (1) The catalyst is CC(C)=O. The reactants are [Cl:1][C:2]1[N:10]=[C:9]([Cl:11])[CH:8]=[CH:7][C:3]=1[C:4]([OH:6])=[O:5].[C:12](=O)([O-])[O-].[K+].[K+].COS(OC)(=O)=O. The yield is 0.870. The product is [CH3:12][O:5][C:4](=[O:6])[C:3]1[CH:7]=[CH:8][C:9]([Cl:11])=[N:10][C:2]=1[Cl:1]. (2) The catalyst is C(N(CC([O-])=O)CC(O)=O)CN(CC([O-])=O)CC(O)=O.[Na+].[Na+].S([O-])(O)(=O)=O.C([N+](CCCC)(CCCC)CCCC)CCC.O. The yield is 0.930. The reactants are C(#N)C.[CH3:4]/[CH:5]=[CH:6]/[C:7]1[CH:12]=[CH:11][CH:10]=[CH:9][CH:8]=1.[OH:13]OS([O-])=O.[K+].C([O-])([O-])=O.[K+].[K+]. The product is [CH3:4][C@@H:5]1[O:13][C@H:6]1[C:7]1[CH:12]=[CH:11][CH:10]=[CH:9][CH:8]=1.